From a dataset of Reaction yield outcomes from USPTO patents with 853,638 reactions. Predict the reaction yield, written as a fraction of the theoretical maximum amount of product (1.0 means a 100% yield; for example, 0.34 means a 34% yield). The reactants are [CH:1]1([CH2:7][C:8]2[C:9]([CH3:17])=[C:10]([C:13]([O:15][CH3:16])=[O:14])[O:11][CH:12]=2)[CH2:6][CH2:5][CH2:4][CH2:3][CH2:2]1.[Br:18]Br. The catalyst is C(Cl)Cl.CC(=O)OCC. The product is [Br:18][C:12]1[O:11][C:10]([C:13]([O:15][CH3:16])=[O:14])=[C:9]([CH3:17])[C:8]=1[CH2:7][CH:1]1[CH2:2][CH2:3][CH2:4][CH2:5][CH2:6]1. The yield is 0.800.